This data is from Forward reaction prediction with 1.9M reactions from USPTO patents (1976-2016). The task is: Predict the product of the given reaction. Given the reactants [CH2:1](CCCC(O)=O)[C:2]1[CH:7]=[CH:6][CH:5]=[CH:4][CH:3]=1.C(N1[CH:25]=[CH:24][N:23]=[CH:22]1)([N:23]1[CH:24]=[CH:25]N=[CH:22]1)=O.Cl.CN[NH:29][CH3:30].[OH2:31].[C:32](OCC)(=[O:34])[CH3:33], predict the reaction product. The product is: [CH3:22][N:23]([C:24](=[O:31])[CH2:25][CH2:33][CH2:32][O:34][CH2:1][C:2]1[CH:3]=[CH:4][CH:5]=[CH:6][CH:7]=1)[NH:29][CH3:30].